Dataset: NCI-60 drug combinations with 297,098 pairs across 59 cell lines. Task: Regression. Given two drug SMILES strings and cell line genomic features, predict the synergy score measuring deviation from expected non-interaction effect. (1) Drug 1: C1C(C(OC1N2C=NC3=C2NC=NCC3O)CO)O. Drug 2: COCCOC1=C(C=C2C(=C1)C(=NC=N2)NC3=CC=CC(=C3)C#C)OCCOC.Cl. Cell line: M14. Synergy scores: CSS=0.372, Synergy_ZIP=-1.01, Synergy_Bliss=-4.41, Synergy_Loewe=-1.58, Synergy_HSA=-4.24. (2) Drug 1: C1CC(=O)NC(=O)C1N2CC3=C(C2=O)C=CC=C3N. Drug 2: CCC1=CC2CC(C3=C(CN(C2)C1)C4=CC=CC=C4N3)(C5=C(C=C6C(=C5)C78CCN9C7C(C=CC9)(C(C(C8N6C)(C(=O)OC)O)OC(=O)C)CC)OC)C(=O)OC.C(C(C(=O)O)O)(C(=O)O)O. Cell line: K-562. Synergy scores: CSS=62.6, Synergy_ZIP=-1.77, Synergy_Bliss=-7.39, Synergy_Loewe=-54.2, Synergy_HSA=-5.45. (3) Drug 1: C1CCN(CC1)CCOC2=CC=C(C=C2)C(=O)C3=C(SC4=C3C=CC(=C4)O)C5=CC=C(C=C5)O. Drug 2: C1=C(C(=O)NC(=O)N1)F. Cell line: MALME-3M. Synergy scores: CSS=29.8, Synergy_ZIP=1.55, Synergy_Bliss=2.50, Synergy_Loewe=3.51, Synergy_HSA=4.16. (4) Drug 1: CC12CCC3C(C1CCC2=O)CC(=C)C4=CC(=O)C=CC34C. Drug 2: C1=CC(=CC=C1CCC2=CNC3=C2C(=O)NC(=N3)N)C(=O)NC(CCC(=O)O)C(=O)O. Cell line: TK-10. Synergy scores: CSS=35.6, Synergy_ZIP=-1.20, Synergy_Bliss=-3.65, Synergy_Loewe=-1.27, Synergy_HSA=0.843.